This data is from Reaction yield outcomes from USPTO patents with 853,638 reactions. The task is: Predict the reaction yield, written as a fraction of the theoretical maximum amount of product (1.0 means a 100% yield; for example, 0.34 means a 34% yield). (1) The reactants are [N+:1]([C:4]1[CH:5]=[C:6]([C:10]2[CH:11]=[C:12]3[N:17]([CH:18]=2)[CH:16]=[C:15]([C:19]([NH2:21])=[O:20])[CH:14]=[CH:13]3)[CH:7]=[CH:8][CH:9]=1)([O-:3])=[O:2].[H-].[Na+].[CH3:24]I. The catalyst is CN(C=O)C.C1COCC1. The product is [CH3:24][NH:21][C:19]([C:15]1[CH:14]=[CH:13][C:12]2[N:17]([CH:18]=[C:10]([C:6]3[CH:7]=[CH:8][CH:9]=[C:4]([N+:1]([O-:3])=[O:2])[CH:5]=3)[CH:11]=2)[CH:16]=1)=[O:20]. The yield is 0.240. (2) No catalyst specified. The reactants are [SH:1][C:2]1[S:3][C:4]2[CH2:14][CH2:13][C:12]3[C:7](=[CH:8][CH:9]=[CH:10][C:11]=3[O:15][CH2:16][C:17]([O:19]CC)=[O:18])[C:5]=2[N:6]=1.[F:22][C:23]1[CH:24]=[C:25]([CH:29](Br)[C:30]2[CH:35]=[CH:34][CH:33]=[C:32]([F:36])[CH:31]=2)[CH:26]=[CH:27][CH:28]=1. The product is [F:22][C:23]1[CH:24]=[C:25]([CH:29]([C:30]2[CH:35]=[CH:34][CH:33]=[C:32]([F:36])[CH:31]=2)[S:1][C:2]2[S:3][C:4]3[CH2:14][CH2:13][C:12]4[C:7](=[CH:8][CH:9]=[CH:10][C:11]=4[O:15][CH2:16][C:17]([OH:19])=[O:18])[C:5]=3[N:6]=2)[CH:26]=[CH:27][CH:28]=1. The yield is 0.470. (3) The reactants are [CH:1]1([OH:15])[CH2:14][CH2:13][CH2:12][CH2:11][CH2:10][CH2:9][CH2:8][CH2:7][CH2:6][CH2:5][CH2:4][CH:3]=[CH:2]1. The catalyst is C(OCC)(=O)C.O=[Pt]=O. The product is [CH:1]1([OH:15])[CH2:14][CH2:13][CH2:12][CH2:11][CH2:10][CH2:9][CH2:8][CH2:7][CH2:6][CH2:5][CH2:4][CH2:3][CH2:2]1. The yield is 0.890.